From a dataset of Reaction yield outcomes from USPTO patents with 853,638 reactions. Predict the reaction yield, written as a fraction of the theoretical maximum amount of product (1.0 means a 100% yield; for example, 0.34 means a 34% yield). The reactants are [N:1]1[CH:2]=[N:3][N:4]2[CH:9]=[C:8]([C:10](=O)[C:11]([C:13]3[CH:18]=[CH:17][CH:16]=[C:15]([CH3:19])[N:14]=3)=O)[CH:7]=[CH:6][C:5]=12.C([O-])(O)=O.[Na+].CO[C:28]([CH3:31])([CH3:30])[CH3:29]. The catalyst is CO. The product is [N:1]1[CH:2]=[N:3][N:4]2[CH:9]=[C:8]([C:10]3[N:1]=[C:5]([CH2:29][C:28]4[CH:31]=[C:11]([CH:10]=[CH:8][CH:30]=4)[C:13]#[N:14])[NH:4][C:11]=3[C:13]3[CH:18]=[CH:17][CH:16]=[C:15]([CH3:19])[N:14]=3)[CH:7]=[CH:6][C:5]=12. The yield is 0.330.